Task: Predict which catalyst facilitates the given reaction.. Dataset: Catalyst prediction with 721,799 reactions and 888 catalyst types from USPTO (1) Reactant: [CH2:1]([O:3][C:4]([N:6]1[C:10]2=[N:11][CH:12]=[C:13](Br)[CH:14]=[C:9]2[CH:8]=[C:7]1[C:16]1[C:21]([F:22])=[CH:20][CH:19]=[CH:18][C:17]=1[F:23])=[O:5])[CH3:2].[CH3:24][O:25][C:26](=[O:43])[C:27]1[CH:32]=[CH:31][C:30](B2OC(C)(C)C(C)(C)O2)=[C:29]([CH3:42])[CH:28]=1.C([O-])([O-])=O.[K+].[K+]. Product: [CH2:1]([O:3][C:4]([N:6]1[C:10]2=[N:11][CH:12]=[C:13]([C:30]3[CH:31]=[CH:32][C:27]([C:26]([O:25][CH3:24])=[O:43])=[CH:28][C:29]=3[CH3:42])[CH:14]=[C:9]2[CH:8]=[C:7]1[C:16]1[C:21]([F:22])=[CH:20][CH:19]=[CH:18][C:17]=1[F:23])=[O:5])[CH3:2]. The catalyst class is: 75. (2) Reactant: O[CH2:2][C:3]1[S:7][C:6]([N:8]2[CH2:13][CH2:12][NH:11][C:10](=[O:14])[CH2:9]2)=[N:5][CH:4]=1.S(Cl)([Cl:17])=O. Product: [Cl:17][CH2:2][C:3]1[S:7][C:6]([N:8]2[CH2:13][CH2:12][NH:11][C:10](=[O:14])[CH2:9]2)=[N:5][CH:4]=1. The catalyst class is: 2. (3) Reactant: CS[C:3]([NH:9][C:10]1[CH:15]=[CH:14][CH:13]=[CH:12][CH:11]=1)=[C:4]([C:7]#[N:8])[C:5]#[N:6].O.[NH2:17][NH2:18]. Product: [NH2:6][C:5]1[NH:18][N:17]=[C:3]([NH:9][C:10]2[CH:15]=[CH:14][CH:13]=[CH:12][CH:11]=2)[C:4]=1[C:7]#[N:8]. The catalyst class is: 14. (4) Reactant: [NH2:1][C:2]1[N:7]=[CH:6][C:5]([N:8]2[CH2:11][CH:10]([OH:12])[CH2:9]2)=[CH:4][CH:3]=1.Br[C:14]1[C:15](=[O:22])[N:16]([CH3:21])[CH:17]=[C:18]([Br:20])[CH:19]=1.C(=O)([O-])[O-].[Cs+].[Cs+].CC1(C)C2C(=C(P(C3C=CC=CC=3)C3C=CC=CC=3)C=CC=2)OC2C(P(C3C=CC=CC=3)C3C=CC=CC=3)=CC=CC1=2. Product: [Br:20][C:18]1[CH:19]=[C:14]([NH:1][C:2]2[CH:3]=[CH:4][C:5]([N:8]3[CH2:9][CH:10]([OH:12])[CH2:11]3)=[CH:6][N:7]=2)[C:15](=[O:22])[N:16]([CH3:21])[CH:17]=1. The catalyst class is: 102. (5) Reactant: [CH2:1]([O:8][C:9]1[CH:14]=[CH:13][C:12]([O:15][CH2:16][O:17][CH3:18])=[CH:11][N:10]=1)[C:2]1[CH:7]=[CH:6][CH:5]=[CH:4][CH:3]=1.[C:19](=[O:21])=[O:20].Cl. Product: [CH2:1]([O:8][C:9]1[CH:14]=[C:13]([C:12]([O:15][CH2:16][O:17][CH3:18])=[CH:11][N:10]=1)[C:19]([OH:21])=[O:20])[C:2]1[CH:7]=[CH:6][CH:5]=[CH:4][CH:3]=1. The catalyst class is: 1. (6) Reactant: CN(C)C=O.[CH3:6][C:7]1([CH3:24])[C:12](=[CH2:13])[S:11][C:10]([NH:14][C:15]2[CH:20]=[CH:19][C:18]([CH3:21])=[CH:17][CH:16]=2)=[C:9]([CH:22]=O)[CH2:8]1.C(N(CC)CC)C.CS([Cl:36])(=O)=O. Product: [Cl:36]/[CH:22]=[C:9]1/[C:10](=[N:14]/[C:15]2[CH:20]=[CH:19][C:18]([CH3:21])=[CH:17][CH:16]=2)/[S:11][C:12](=[CH2:13])[C:7]([CH3:24])([CH3:6])[CH2:8]/1. The catalyst class is: 6. (7) Reactant: [O:1]([CH:8]1[CH2:12][CH2:11][N:10](C(OC(C)(C)C)=O)[CH2:9]1)[C:2]1[CH:7]=[CH:6][CH:5]=[CH:4][CH:3]=1.[ClH:20]. Product: [ClH:20].[O:1]([CH:8]1[CH2:12][CH2:11][NH:10][CH2:9]1)[C:2]1[CH:3]=[CH:4][CH:5]=[CH:6][CH:7]=1. The catalyst class is: 269.